This data is from Forward reaction prediction with 1.9M reactions from USPTO patents (1976-2016). The task is: Predict the product of the given reaction. (1) Given the reactants S(Cl)([Cl:3])=O.[Cl:5][C:6]1[CH:7]=[CH:8][C:9]([C:12]([OH:14])=O)=[N:10][CH:11]=1, predict the reaction product. The product is: [Cl:5][C:6]1[CH:7]=[CH:8][C:9]([C:12]([Cl:3])=[O:14])=[N:10][CH:11]=1. (2) Given the reactants [Br:1][C:2]1[CH:7]=[CH:6][C:5]([CH:8]([C:18]2[CH:23]=[CH:22][CH:21]=[CH:20][C:19]=2[CH3:24])[CH2:9][C:10]([C:12]2[CH:17]=[CH:16][N:15]=[CH:14][CH:13]=2)=O)=[CH:4][CH:3]=1.Cl.[NH2:26][OH:27].C(=O)([O-])O.[Na+], predict the reaction product. The product is: [Br:1][C:2]1[CH:7]=[CH:6][C:5]([CH:8]([C:18]2[CH:23]=[CH:22][CH:21]=[CH:20][C:19]=2[CH3:24])[CH2:9][C:10]([C:12]2[CH:17]=[CH:16][N:15]=[CH:14][CH:13]=2)=[N:26][OH:27])=[CH:4][CH:3]=1. (3) Given the reactants CN1C(=O)N(C)[CH2:5][CH2:4][CH2:3]1.[C:10]([Li])#[C:11][CH2:12][CH2:13][CH3:14].BrCC1C(CBr)=C(CCC)[C:29]2[C:20](=[CH:21][C:22]3[C:27]([CH:28]=2)=[C:26]([CH2:37][CH2:38][CH3:39])[C:25]([CH2:40][CH2:41][CH3:42])=[C:24]([CH2:43][CH2:44][CH3:45])[C:23]=3[CH2:46][CH2:47][CH3:48])C=1CCC.[CH2:52]1[CH2:56]O[CH2:54][CH2:53]1, predict the reaction product. The product is: [CH2:4]([C:5]1[C:13]([CH2:12][C:11]#[C:10][CH2:24][CH2:23][CH3:46])=[C:14]([CH2:26][CH2:25][CH3:40])[C:48]2[C:47](=[CH:46][C:23]3[C:22]([CH:21]=2)=[C:27]([CH2:28][CH2:29][CH3:20])[C:26]([CH2:37][CH2:38][CH3:39])=[C:25]([CH2:40][CH2:41][CH3:42])[C:24]=3[CH2:43][CH2:44][CH3:45])[C:29]=1[CH2:20][CH2:21][CH3:22])[C:3]#[C:54][CH2:53][CH2:52][CH3:56]. (4) Given the reactants Br[C:2]1[C:3]([N:22]2[CH2:27][CH2:26][O:25][CH2:24][CH2:23]2)=[N:4][CH:5]=[C:6]([CH:21]=1)[C:7]([NH:9][C:10]1[CH:15]=[CH:14][C:13]([O:16][C:17]([F:20])([F:19])[F:18])=[CH:12][CH:11]=1)=[O:8].[OH:28][CH2:29][C:30]1[N:35]=[CH:34][C:33](B(O)O)=[CH:32][CH:31]=1.C([O-])([O-])=O.[Na+].[Na+].COCCOC, predict the reaction product. The product is: [OH:28][CH2:29][C:30]1[N:35]=[CH:34][C:33]([C:2]2[C:3]([N:22]3[CH2:23][CH2:24][O:25][CH2:26][CH2:27]3)=[N:4][CH:5]=[C:6]([C:7]([NH:9][C:10]3[CH:15]=[CH:14][C:13]([O:16][C:17]([F:19])([F:20])[F:18])=[CH:12][CH:11]=3)=[O:8])[CH:21]=2)=[CH:32][CH:31]=1. (5) The product is: [I:5][C:6]1[C:14]2[CH:13]=[N:12][CH:11]=[N:10][C:9]=2[N:8]([CH:2]([CH3:4])[CH3:3])[CH:7]=1. Given the reactants I[CH:2]([CH3:4])[CH3:3].[I:5][C:6]1[C:14]2[CH:13]=[N:12][CH:11]=[N:10][C:9]=2[NH:8][CH:7]=1.C(=O)([O-])[O-].[Cs+].[Cs+].[Cl-].[NH4+], predict the reaction product. (6) The product is: [CH2:1]([N:8]1[CH:16]=[N:15][C:14]2[C:9]1=[N:10][C:11]([Cl:21])=[N:12][C:13]=2[C:26]1[O:27][CH:23]=[CH:24][CH:25]=1)[C:2]1[CH:7]=[CH:6][CH:5]=[CH:4][CH:3]=1. Given the reactants [CH2:1]([N:8]1[CH:16]=[N:15][C:14]2[C:9]1=[N:10][C:11]([Cl:21])=[N:12][C:13]=2[Sn](C)(C)C)[C:2]1[CH:7]=[CH:6][CH:5]=[CH:4][CH:3]=1.Br[C:23]1[O:27][CH:26]=[CH:25][CH:24]=1.ClCCl.[F-].[Cs+], predict the reaction product. (7) Given the reactants [F:1][C:2]1[CH:7]=[CH:6][C:5]([C:8]2[N:9]=[C:10]([CH:13]([CH3:16])[C:14]#[N:15])[S:11][CH:12]=2)=[CH:4][CH:3]=1.B.CO.Cl, predict the reaction product. The product is: [F:1][C:2]1[CH:3]=[CH:4][C:5]([C:8]2[N:9]=[C:10]([CH:13]([CH3:16])[CH2:14][NH2:15])[S:11][CH:12]=2)=[CH:6][CH:7]=1.